From a dataset of Full USPTO retrosynthesis dataset with 1.9M reactions from patents (1976-2016). Predict the reactants needed to synthesize the given product. (1) Given the product [Cl:1][C:2]1[CH:3]=[N:4][CH:5]=[C:6]([Cl:27])[C:7]=1[NH:8][C:9]1[NH:10][C:11]2[C:17]3[CH2:18][C:19]([CH3:21])([CH3:22])[O:20][C:16]=3[C:15]([C:23]([NH:31][C:30]3[CH:32]=[CH:33][C:34]([F:36])=[CH:35][C:29]=3[F:28])=[O:25])=[CH:14][C:12]=2[N:13]=1, predict the reactants needed to synthesize it. The reactants are: [Cl:1][C:2]1[CH:3]=[N:4][CH:5]=[C:6]([Cl:27])[C:7]=1[NH:8][C:9]1[NH:10][C:11]2[C:17]3[CH2:18][C:19]([CH3:22])([CH3:21])[O:20][C:16]=3[C:15]([C:23]([O:25]C)=O)=[CH:14][C:12]=2[N:13]=1.[F:28][C:29]1[CH:35]=[C:34]([F:36])[CH:33]=[CH:32][C:30]=1[NH2:31].C[Al](C)C. (2) Given the product [ClH:9].[NH2:24][C:19]1[C:18]2[N:25]=[C:26]([CH2:31][O:32][CH2:33][CH3:34])[N:27]([CH2:28][CH2:29][CH3:30])[C:17]=2[C:16]2[CH:15]=[C:14]([O:13][CH2:12][CH2:11][NH:10][C:7]([N:1]3[CH2:6][CH2:5][O:4][CH2:3][CH2:2]3)=[O:8])[CH:23]=[CH:22][C:21]=2[N:20]=1, predict the reactants needed to synthesize it. The reactants are: [N:1]1([C:7]([Cl:9])=[O:8])[CH2:6][CH2:5][O:4][CH2:3][CH2:2]1.[NH2:10][CH2:11][CH2:12][O:13][C:14]1[CH:23]=[CH:22][C:21]2[N:20]=[C:19]([NH2:24])[C:18]3[N:25]=[C:26]([CH2:31][O:32][CH2:33][CH3:34])[N:27]([CH2:28][CH2:29][CH3:30])[C:17]=3[C:16]=2[CH:15]=1.C(N(CC)CC)C.[OH-].[Na+]. (3) Given the product [N:16]1[CH:17]=[CH:18][CH:19]=[CH:20][C:15]=1[C:14]1[O:21][C:7]2[CH2:8][N:9]([C:22]([O:24][CH2:25][C:26]3[CH:31]=[CH:30][CH:29]=[CH:28][CH:27]=3)=[O:23])[CH2:10][CH2:11][C:12]=2[N:13]=1, predict the reactants needed to synthesize it. The reactants are: O=P(Cl)(Cl)Cl.O=[C:7]1[CH:12]([NH:13][C:14](=[O:21])[C:15]2[CH:20]=[CH:19][CH:18]=[CH:17][N:16]=2)[CH2:11][CH2:10][N:9]([C:22]([O:24][CH2:25][C:26]2[CH:31]=[CH:30][CH:29]=[CH:28][CH:27]=2)=[O:23])[CH2:8]1.O. (4) Given the product [C:1]([C:4]1[C:12]2[C:7](=[CH:8][CH:9]=[C:10]([C:13]3[CH:14]=[N:15][C:16]([O:19][CH3:20])=[N:17][CH:18]=3)[CH:11]=2)[N:6]([CH2:21][C:22]([N:38]2[CH2:39][C@H:40]([F:41])[CH2:36][C@H:37]2[C:42]([NH:44][C:45]2[C:50]([F:69])=[C:49]([C:48]3[CH:62]=[CH:63][CH:64]=[CH:65][C:47]=3[Cl:51])[CH:29]=[CH:28][CH:30]=2)=[O:43])=[O:23])[CH:5]=1)(=[O:3])[CH3:2], predict the reactants needed to synthesize it. The reactants are: [C:1]([C:4]1[C:12]2[C:7](=[CH:8][CH:9]=[C:10]([C:13]3[CH:14]=[N:15][C:16]([O:19][CH3:20])=[N:17][CH:18]=3)[CH:11]=2)[N:6]([CH2:21][C:22](O)=[O:23])[CH:5]=1)(=[O:3])[CH3:2].CCN(C(C)C)[CH:28]([CH3:30])[CH3:29].Cl.Cl[CH:36]1[C@H:40]([F:41])[CH2:39][NH:38][C@H:37]1[C:42]([NH:44][C:45]1[CH:50]=[CH:49][CH:48]=[C:47]([Cl:51])N=1)=[O:43].CN(C(ON1N=N[C:62]2[CH:63]=[CH:64][CH:65]=NC1=2)=[N+](C)C)C.[F:69][P-](F)(F)(F)(F)F. (5) Given the product [CH3:1][C:2]1([CH2:9][CH2:10][CH3:11])[CH2:7][CH2:6][NH:5][CH2:3]1, predict the reactants needed to synthesize it. The reactants are: [CH3:1][C:2]1([CH2:9][CH2:10][CH3:11])[CH2:7][C:6](=O)[NH:5][C:3]1=O.[H-].[H-].[H-].[H-].[Li+].[Al+3].O.